Dataset: Forward reaction prediction with 1.9M reactions from USPTO patents (1976-2016). Task: Predict the product of the given reaction. (1) Given the reactants [NH2:1][C:2]1[N:10]=[CH:9][N:8]=[C:7]2[C:3]=1[NH:4][C:5](=[O:25])[N:6]2[C:11]1[CH:12]=[C:13]([NH:17][C:18](=[O:24])[O:19][C:20]([CH3:23])([CH3:22])[CH3:21])[CH:14]=[CH:15][CH:16]=1.[O:26]([C:33]1[CH:38]=[CH:37][C:36](B(O)O)=[CH:35][CH:34]=1)[C:27]1[CH:32]=[CH:31][CH:30]=[CH:29][CH:28]=1.N1C=CC=CC=1, predict the reaction product. The product is: [NH2:1][C:2]1[N:10]=[CH:9][N:8]=[C:7]2[C:3]=1[N:4]([C:36]1[CH:37]=[CH:38][C:33]([O:26][C:27]3[CH:32]=[CH:31][CH:30]=[CH:29][CH:28]=3)=[CH:34][CH:35]=1)[C:5](=[O:25])[N:6]2[C:11]1[CH:12]=[C:13]([NH:17][C:18](=[O:24])[O:19][C:20]([CH3:22])([CH3:21])[CH3:23])[CH:14]=[CH:15][CH:16]=1. (2) Given the reactants [CH3:1][C:2]([CH3:4])=O.C(O[BH-](OC(=O)C)OC(=O)C)(=O)C.[Na+].C(O)(=O)C.[NH2:23][C:24]1[CH:25]=[C:26]2[C:30](=[CH:31][CH:32]=1)[NH:29][N:28]=[CH:27]2, predict the reaction product. The product is: [CH:2]([NH:23][C:24]1[CH:25]=[C:26]2[C:30](=[CH:31][CH:32]=1)[NH:29][N:28]=[CH:27]2)([CH3:4])[CH3:1].